Dataset: Forward reaction prediction with 1.9M reactions from USPTO patents (1976-2016). Task: Predict the product of the given reaction. (1) Given the reactants C(O)=O.[NH2:4][C:5]1[N:10]=[CH:9][N:8]=[C:7]2[N:11]([CH:22]([C:24]3[O:25][C:26](=[O:46])[C:27]4[C:32]([C:33]=3[C:34]3[CH:39]=[CH:38][C:37]([CH2:40][CH2:41][CH2:42][N:43]([CH3:45])[CH3:44])=[CH:36][CH:35]=3)=[CH:31][CH:30]=[CH:29][CH:28]=4)[CH3:23])[N:12]=[C:13]([C:14]3[CH:19]=[C:18]([OH:20])[CH:17]=[C:16]([F:21])[CH:15]=3)[C:6]=12, predict the reaction product. The product is: [NH2:4][C:5]1[N:10]=[CH:9][N:8]=[C:7]2[N:11]([CH:22]([C:24]3[O:25][C:26](=[O:46])[C:27]4[C:32]([C:33]=3[C:34]3[CH:35]=[CH:36][C:37]([CH2:40][CH2:41][CH2:42][N:43]([CH3:44])[CH3:45])=[CH:38][CH:39]=3)=[CH:31][CH:30]=[CH:29][CH:28]=4)[CH3:23])[N:12]=[C:13]([C:14]3[CH:19]=[C:18]([OH:20])[CH:17]=[C:16]([F:21])[CH:15]=3)[C:6]=12. (2) Given the reactants [CH:1]([N:4]1[C:28](=[O:29])[C:27]2[N:12]3[CH2:13][CH2:14][C:15]4[CH:16]=[C:17]([O:25][CH3:26])[C:18]([O:21][CH:22]([CH3:24])[CH3:23])=[CH:19][C:20]=4[C:11]3=[C:10]([C:30]3[S:31][CH:32]=[CH:33][CH:34]=3)[C:9]=2[CH2:8][NH:7][CH2:6][CH2:5]1)([CH3:3])[CH3:2].[C:35](OC(=O)C)(=[O:37])[CH3:36], predict the reaction product. The product is: [C:35]([N:7]1[CH2:8][C:9]2[C:10]([C:30]3[S:31][CH:32]=[CH:33][CH:34]=3)=[C:11]3[C:20]4[CH:19]=[C:18]([O:21][CH:22]([CH3:23])[CH3:24])[C:17]([O:25][CH3:26])=[CH:16][C:15]=4[CH2:14][CH2:13][N:12]3[C:27]=2[C:28](=[O:29])[N:4]([CH:1]([CH3:2])[CH3:3])[CH2:5][CH2:6]1)(=[O:37])[CH3:36].